This data is from Peptide-MHC class II binding affinity with 134,281 pairs from IEDB. The task is: Regression. Given a peptide amino acid sequence and an MHC pseudo amino acid sequence, predict their binding affinity value. This is MHC class II binding data. The peptide sequence is SRGNRAFIAINLQKN. The MHC is HLA-DPA10201-DPB11401 with pseudo-sequence HLA-DPA10201-DPB11401. The binding affinity (normalized) is 0.227.